This data is from NCI-60 drug combinations with 297,098 pairs across 59 cell lines. The task is: Regression. Given two drug SMILES strings and cell line genomic features, predict the synergy score measuring deviation from expected non-interaction effect. (1) Drug 1: CC(C1=C(C=CC(=C1Cl)F)Cl)OC2=C(N=CC(=C2)C3=CN(N=C3)C4CCNCC4)N. Drug 2: CC(C)CN1C=NC2=C1C3=CC=CC=C3N=C2N. Cell line: SK-OV-3. Synergy scores: CSS=-2.84, Synergy_ZIP=-0.169, Synergy_Bliss=-0.987, Synergy_Loewe=-5.20, Synergy_HSA=-2.91. (2) Cell line: HL-60(TB). Drug 1: C1=C(C(=O)NC(=O)N1)F. Drug 2: CC1C(C(CC(O1)OC2CC(CC3=C2C(=C4C(=C3O)C(=O)C5=CC=CC=C5C4=O)O)(C(=O)C)O)N)O. Synergy scores: CSS=49.0, Synergy_ZIP=-12.4, Synergy_Bliss=-19.1, Synergy_Loewe=-13.0, Synergy_HSA=-11.7.